This data is from Experimentally validated miRNA-target interactions with 360,000+ pairs, plus equal number of negative samples. The task is: Binary Classification. Given a miRNA mature sequence and a target amino acid sequence, predict their likelihood of interaction. The miRNA is mmu-miR-217-5p with sequence UACUGCAUCAGGAACUGACUGGA. The protein sequence of the target gene is MQAKVPETCLLTVRVLRASGLPSKDLVTSSDCYVTLNLPTASSHTLQTRTVKNSRNPVWNQNFHFRIHRQLKNVMELKVFDHDLVTRDDPVLSVLFDVGTLQIGTQRQSFSLGTQEKGCLEVEFRLQTLTDCEEQLISNGIVVARELSCLHVELKRTGDPKRSERKVQLVVAGACEGPQDASAGTGSFHFHYPACWEQELNVHLQDDPHEQLKVPLRTLPSSQLVRLVFPTSQEPLMRLELKKEEGPKELAVRLGCGPCPEEQAFLSKRKQVVAAALKKALQLDQDLHEDEIPVIAVMAT.... Result: 0 (no interaction).